From a dataset of Full USPTO retrosynthesis dataset with 1.9M reactions from patents (1976-2016). Predict the reactants needed to synthesize the given product. (1) Given the product [Cl:18][CH2:17][CH2:16][CH2:15][CH2:14][CH2:13][N:6]1[C:5](=[O:11])[N:4]([CH3:3])[C:9](=[O:10])[CH:8]=[N:7]1, predict the reactants needed to synthesize it. The reactants are: [H-].[Na+].[CH3:3][N:4]1[C:9](=[O:10])[CH:8]=[N:7][NH:6][C:5]1=[O:11].Br[CH2:13][CH2:14][CH2:15][CH2:16][CH2:17][Cl:18]. (2) Given the product [F:12][C:7]1([F:11])[CH2:6][N:5]([C:13]([O:15][C:16]([CH3:18])([CH3:19])[CH3:17])=[O:14])[C@H:4]([C:3]([OH:20])=[O:2])[C:8]1([CH3:10])[CH3:9], predict the reactants needed to synthesize it. The reactants are: C[O:2][C:3](=[O:20])[C@@H:4]1[C:8]([CH3:10])([CH3:9])[C:7]([F:12])([F:11])[CH2:6][N:5]1[C:13]([O:15][C:16]([CH3:19])([CH3:18])[CH3:17])=[O:14].[Li+].[OH-]. (3) Given the product [CH2:18]([O:17][C:15](=[O:16])[CH2:14][C:9]([OH:12])([C:4]1[CH:5]=[CH:6][C:7]([Cl:8])=[C:2]([Cl:1])[CH:3]=1)[CH2:10][CH3:11])[CH3:19], predict the reactants needed to synthesize it. The reactants are: [Cl:1][C:2]1[CH:3]=[C:4]([C:9](=[O:12])[CH2:10][CH3:11])[CH:5]=[CH:6][C:7]=1[Cl:8].Br[CH2:14][C:15]([O:17][CH2:18][CH3:19])=[O:16].C1C=CC=CC=1.OS(O)(=O)=O. (4) Given the product [C:21]1([C:18]2[C:17]([C:27]([F:30])([F:29])[F:28])=[C:16]([C:10]3[O:11][C:12]4[C:13]5[C:5](=[CH:4][C:3]([OH:2])=[CH:15][CH:14]=5)[CH2:6][CH2:7][C:8]=4[N:9]=3)[O:20][N:19]=2)[CH:26]=[CH:25][CH:24]=[CH:23][CH:22]=1, predict the reactants needed to synthesize it. The reactants are: C[O:2][C:3]1[CH:4]=[C:5]2[C:13](=[CH:14][CH:15]=1)[C:12]1[O:11][C:10]([C:16]3[O:20][N:19]=[C:18]([C:21]4[CH:26]=[CH:25][CH:24]=[CH:23][CH:22]=4)[C:17]=3[C:27]([F:30])([F:29])[F:28])=[N:9][C:8]=1[CH2:7][CH2:6]2.B(Br)(Br)Br. (5) Given the product [Br:1][C:2]1[CH:7]=[CH:6][C:5]([O:8][CH:19]2[CH2:23][CH2:22][CH2:21][CH2:20]2)=[CH:4][C:3]=1[O:9][CH2:10][CH2:11][N:12]1[CH2:17][CH2:16][CH2:15][CH2:14][CH2:13]1, predict the reactants needed to synthesize it. The reactants are: [Br:1][C:2]1[CH:7]=[CH:6][C:5]([OH:8])=[CH:4][C:3]=1[O:9][CH2:10][CH2:11][N:12]1[CH2:17][CH2:16][CH2:15][CH2:14][CH2:13]1.Br[CH:19]1[CH2:23][CH2:22][CH2:21][CH2:20]1.C(=O)([O-])[O-].[K+].[K+]. (6) Given the product [CH3:12][NH:13][CH2:8][C:7]1[CH:10]=[CH:11][C:4]([N+:1]([O-:3])=[O:2])=[CH:5][CH:6]=1, predict the reactants needed to synthesize it. The reactants are: [N+:1]([C:4]1[CH:11]=[CH:10][C:7]([CH2:8]Br)=[CH:6][CH:5]=1)([O-:3])=[O:2].[CH3:12][NH2:13]. (7) Given the product [CH2:1]([O:3][C:4]([C:6]1[O:7][C:8]2[CH:15]=[CH:14][C:13]([Cl:17])=[C:12]([OH:16])[C:9]=2[C:10]=1[CH3:11])=[O:5])[CH3:2], predict the reactants needed to synthesize it. The reactants are: [CH2:1]([O:3][C:4]([C:6]1[O:7][C:8]2[CH:15]=[CH:14][CH:13]=[C:12]([OH:16])[C:9]=2[C:10]=1[CH3:11])=[O:5])[CH3:2].[Cl:17]N1C(=O)CCC1=O.